From a dataset of Full USPTO retrosynthesis dataset with 1.9M reactions from patents (1976-2016). Predict the reactants needed to synthesize the given product. The reactants are: [Cl:1][C:2]1[C:11]2[C:6](=[CH:7][C:8]([S:12]([N:15]3[CH2:20][CH2:19][CH2:18][CH2:17][C@@H:16]3[C:21]([O:23]C(C)(C)C)=[O:22])(=[O:14])=[O:13])=[CH:9][CH:10]=2)[C:5]([NH:28][C:29]([NH2:31])=[NH:30])=[N:4][CH:3]=1.Cl. Given the product [ClH:1].[Cl:1][C:2]1[C:11]2[C:6](=[CH:7][C:8]([S:12]([N:15]3[CH2:20][CH2:19][CH2:18][CH2:17][C@@H:16]3[C:21]([OH:23])=[O:22])(=[O:14])=[O:13])=[CH:9][CH:10]=2)[C:5]([NH:28][C:29]([NH2:31])=[NH:30])=[N:4][CH:3]=1, predict the reactants needed to synthesize it.